From a dataset of Forward reaction prediction with 1.9M reactions from USPTO patents (1976-2016). Predict the product of the given reaction. Given the reactants [Cl:1][C:2]1[CH:7]=[C:6]([Cl:8])[CH:5]=[CH:4][C:3]=1[CH2:9][C:10]([OH:12])=O.[NH2:13][CH:14]([CH2:22][CH3:23])[C:15]([O:17][CH2:18][CH:19]([CH3:21])[CH3:20])=[O:16], predict the reaction product. The product is: [CH2:18]([O:17][C:15](=[O:16])[CH:14]([NH:13][C:10](=[O:12])[CH2:9][C:3]1[CH:4]=[CH:5][C:6]([Cl:8])=[CH:7][C:2]=1[Cl:1])[CH2:22][CH3:23])[CH:19]([CH3:20])[CH3:21].